Dataset: CYP2C19 inhibition data for predicting drug metabolism from PubChem BioAssay. Task: Regression/Classification. Given a drug SMILES string, predict its absorption, distribution, metabolism, or excretion properties. Task type varies by dataset: regression for continuous measurements (e.g., permeability, clearance, half-life) or binary classification for categorical outcomes (e.g., BBB penetration, CYP inhibition). Dataset: cyp2c19_veith. The drug is CCOC(=O)c1c2ccc(OCC(=O)N/N=C/c3ccc(Cl)cc3)cc2n2ccccc12. The result is 1 (inhibitor).